From a dataset of Peptide-MHC class II binding affinity with 134,281 pairs from IEDB. Regression. Given a peptide amino acid sequence and an MHC pseudo amino acid sequence, predict their binding affinity value. This is MHC class II binding data. (1) The peptide sequence is LEAKATFYGSNPRGA. The MHC is DRB1_1101 with pseudo-sequence DRB1_1101. The binding affinity (normalized) is 0.343. (2) The peptide sequence is KNKVVKVLRPAPGGK. The MHC is HLA-DQA10601-DQB10402 with pseudo-sequence HLA-DQA10601-DQB10402. The binding affinity (normalized) is 0. (3) The peptide sequence is ADVQYDLYLNVANRR. The MHC is HLA-DQA10501-DQB10201 with pseudo-sequence HLA-DQA10501-DQB10201. The binding affinity (normalized) is 0.362. (4) The peptide sequence is TLTESQEHQMISSID. The MHC is DRB1_0101 with pseudo-sequence DRB1_0101. The binding affinity (normalized) is 0.167.